Dataset: Full USPTO retrosynthesis dataset with 1.9M reactions from patents (1976-2016). Task: Predict the reactants needed to synthesize the given product. (1) Given the product [Cl:21][C:22]1[C:27]([O:28][CH3:29])=[CH:26][C:25]([NH:2][C:1]2[C:3]3[C:4](=[CH:5][C:6]([O:11][CH2:12][CH2:13][O:14][CH3:15])=[C:7]([O:9][CH3:10])[CH:8]=3)[N:16]=[CH:17][N:18]=2)=[C:24]([O:31][CH3:32])[C:23]=1[O:33][CH3:34], predict the reactants needed to synthesize it. The reactants are: [C:1]([C:3]1[CH:8]=[C:7]([O:9][CH3:10])[C:6]([O:11][CH2:12][CH2:13][O:14][CH3:15])=[CH:5][C:4]=1[N:16]=[CH:17][N:18](C)C)#[N:2].[Cl:21][C:22]1[C:27]([O:28][CH3:29])=[CH:26][C:25](N)=[C:24]([O:31][CH3:32])[C:23]=1[O:33][CH3:34]. (2) Given the product [C:1]([O:5][C:6]([N:8]1[CH2:12][CH2:11][C@H:10]([O:13][C:14]2[C:15]3[CH2:23][NH:22][CH2:21][CH2:20][C:16]=3[N:17]=[CH:18][N:19]=2)[CH2:9]1)=[O:7])([CH3:4])([CH3:2])[CH3:3], predict the reactants needed to synthesize it. The reactants are: [C:1]([O:5][C:6]([N:8]1[CH2:12][CH2:11][C@H:10]([O:13][C:14]2[C:15]3[CH2:23][N:22](CC4C=CC=CC=4)[CH2:21][CH2:20][C:16]=3[N:17]=[CH:18][N:19]=2)[CH2:9]1)=[O:7])([CH3:4])([CH3:3])[CH3:2].C([O-])=O.C([NH+](CC)CC)C. (3) Given the product [Br:19][C:15]1[N:16]=[C:17]([NH2:18])[C:12]([CH2:10][N:9]([CH3:20])[CH3:8])=[N:13][CH:14]=1, predict the reactants needed to synthesize it. The reactants are: [AlH4-].[Li+].O1CCCC1.[CH3:8][N:9]([CH3:20])[C:10]([C:12]1[C:17]([NH2:18])=[N:16][C:15]([Br:19])=[CH:14][N:13]=1)=O. (4) Given the product [N+:1]([C:4]1[CH:5]=[C:6]([C:11]2[O:12][C:13]3[CH:19]=[CH:18][C:17]([C:20]4[CH:25]=[CH:24][CH:23]=[CH:22][CH:21]=4)=[CH:16][C:14]=3[N:15]=2)[C:7]([O:27][CH3:26])=[CH:8][CH:9]=1)([O-:3])=[O:2], predict the reactants needed to synthesize it. The reactants are: [N+:1]([C:4]1[CH:5]=[C:6]([C:11]2[O:12][C:13]3[CH:19]=[CH:18][C:17]([C:20]4[CH:25]=[CH:24][CH:23]=[CH:22][CH:21]=4)=[CH:16][C:14]=3[N:15]=2)[C:7](F)=[CH:8][CH:9]=1)([O-:3])=[O:2].[CH3:26][O-:27].[Na+]. (5) Given the product [C:15]([O:14][C:12]([N:5]1[CH2:6][C@@H:7]([CH2:9][O:10][CH3:11])[O:8][C@@H:3]([C:2]([OH:22])=[O:1])[CH2:4]1)=[O:13])([CH3:18])([CH3:17])[CH3:16], predict the reactants needed to synthesize it. The reactants are: [OH:1][CH2:2][C@@H:3]1[O:8][C@H:7]([CH2:9][O:10][CH3:11])[CH2:6][N:5]([C:12]([O:14][C:15]([CH3:18])([CH3:17])[CH3:16])=[O:13])[CH2:4]1.O.C(O)(=[O:22])C.C(O)(=O)C.IC1C=CC=CC=1.CC1(C)N([O])C(C)(C)CCC1. (6) The reactants are: [Cl:1][C:2]1[CH:8]=[CH:7][CH:6]=[CH:5][C:3]=1[NH2:4].C[Al](C)C.[CH2:13]([O:15][C:16]1[CH:17]=[CH:18][C:19]([C:22](OCC)=[O:23])=[N:20][CH:21]=1)[CH3:14]. Given the product [Cl:1][C:2]1[CH:8]=[CH:7][CH:6]=[CH:5][C:3]=1[NH:4][C:22]([C:19]1[CH:18]=[CH:17][C:16]([O:15][CH2:13][CH3:14])=[CH:21][N:20]=1)=[O:23], predict the reactants needed to synthesize it. (7) Given the product [O:12]=[C:9]1[N:8]([C:13]2[CH:18]=[CH:17][C:16]([CH3:19])=[CH:15][CH:14]=2)[CH:7]=[C:6]([C:4]([OH:5])=[O:3])[CH:11]=[CH:10]1, predict the reactants needed to synthesize it. The reactants are: C([O:3][C:4]([C:6]1[CH:11]=[CH:10][C:9](=[O:12])[N:8]([C:13]2[CH:18]=[CH:17][C:16]([CH3:19])=[CH:15][CH:14]=2)[CH:7]=1)=[O:5])C.[OH-].[Li+].Cl.